Dataset: Forward reaction prediction with 1.9M reactions from USPTO patents (1976-2016). Task: Predict the product of the given reaction. (1) The product is: [SH:19][CH2:2][CH2:3][CH2:4][CH2:5][CH2:6][CH2:7][N:8]1[C:15](=[O:16])[NH:14][C:12](=[O:13])[NH:11][C:9]1=[O:10]. Given the reactants Br[CH2:2][CH2:3][CH2:4][CH2:5][CH2:6][CH2:7][N:8]1[C:15](=[O:16])[NH:14][C:12](=[O:13])[NH:11][C:9]1=[O:10].NC(N)=[S:19].[OH-].[Na+], predict the reaction product. (2) Given the reactants [CH3:1][S:2]([CH2:4][CH:5]([NH:16][C:17](=[O:23])[O:18][C:19]([CH3:22])([CH3:21])[CH3:20])[C:6]1[CH:11]=[CH:10][CH:9]=[CH:8][C:7]=1[C:12]([F:15])([F:14])[F:13])=O.C1(P(C2C=CC=CC=2)C2C=CC=CC=2)C=CC=CC=1, predict the reaction product. The product is: [CH3:1][S:2][CH2:4][CH:5]([NH:16][C:17](=[O:23])[O:18][C:19]([CH3:21])([CH3:20])[CH3:22])[C:6]1[CH:11]=[CH:10][CH:9]=[CH:8][C:7]=1[C:12]([F:15])([F:14])[F:13]. (3) Given the reactants C([Li])CCC.[Cl:6][C:7]1[C:8]2[N:9]([C:13]([C@@H:16]3[CH2:21][CH2:20][CH2:19][N:18]([C:22]([O:24][CH2:25][C:26]4[CH:31]=[CH:30][CH:29]=[CH:28][CH:27]=4)=[O:23])[CH2:17]3)=[N:14][CH:15]=2)[CH:10]=[CH:11][N:12]=1.Cl[C:33]([O:35][CH2:36][CH3:37])=[O:34], predict the reaction product. The product is: [CH2:25]([O:24][C:22]([N:18]1[CH2:19][CH2:20][CH2:21][C@@H:16]([C:13]2[N:9]3[C:10]([C:33]([O:35][CH2:36][CH3:37])=[O:34])=[CH:11][N:12]=[C:7]([Cl:6])[C:8]3=[CH:15][N:14]=2)[CH2:17]1)=[O:23])[C:26]1[CH:27]=[CH:28][CH:29]=[CH:30][CH:31]=1. (4) The product is: [CH3:20][O:21][C:22]1[CH:28]=[CH:27][C:25]([NH:26][C:2]2[C:3](=[O:19])[N:4]([CH2:14][CH2:15][CH2:16][O:17][CH3:18])[C:5](=[O:13])[C:6]=2[C:7]2[CH:12]=[CH:11][CH:10]=[CH:9][CH:8]=2)=[CH:24][CH:23]=1. Given the reactants Cl[C:2]1[C:3](=[O:19])[N:4]([CH2:14][CH2:15][CH2:16][O:17][CH3:18])[C:5](=[O:13])[C:6]=1[C:7]1[CH:12]=[CH:11][CH:10]=[CH:9][CH:8]=1.[CH3:20][O:21][C:22]1[CH:28]=[CH:27][C:25]([NH2:26])=[CH:24][CH:23]=1, predict the reaction product.